Task: Predict the reactants needed to synthesize the given product.. Dataset: Full USPTO retrosynthesis dataset with 1.9M reactions from patents (1976-2016) (1) Given the product [CH:1]1([C:6]2[C:8]3[CH2:13][N:12]([C:14]([O:16][C:17]([CH3:20])([CH3:19])[CH3:18])=[O:15])[C@@H:11]([CH3:21])[CH2:10][C:9]=3[NH:24][N:23]=2)[CH2:5][CH2:4][CH2:3][CH2:2]1, predict the reactants needed to synthesize it. The reactants are: [CH:1]1([C:6]([CH:8]2[CH2:13][N:12]([C:14]([O:16][C:17]([CH3:20])([CH3:19])[CH3:18])=[O:15])[C@@H:11]([CH3:21])[CH2:10][C:9]2=O)=O)[CH2:5][CH2:4][CH2:3][CH2:2]1.[NH2:23][NH2:24].O. (2) The reactants are: Br[CH2:2][C:3](Br)=[O:4].[CH2:6]([NH2:16])[C:7]1[CH:15]=[CH:14][C:13]2[O:12][CH2:11][O:10][C:9]=2[CH:8]=1.[CH3:17][O:18][C:19]1[CH:20]=[C:21]([CH:38]=[CH:39][C:40]=1[O:41][CH3:42])[CH2:22][CH:23]1[C:29]2[CH:30]=[C:31]([O:36][CH3:37])[C:32]([O:34][CH3:35])=[CH:33][C:28]=2[CH2:27][CH2:26][CH2:25][NH:24]1. Given the product [O:12]1[C:13]2[CH:14]=[CH:15][C:7]([CH2:6][NH:16][C:3](=[O:4])[CH2:2][N:24]3[CH2:25][CH2:26][CH2:27][C:28]4[CH:33]=[C:32]([O:34][CH3:35])[C:31]([O:36][CH3:37])=[CH:30][C:29]=4[CH:23]3[CH2:22][C:21]3[CH:38]=[CH:39][C:40]([O:41][CH3:42])=[C:19]([O:18][CH3:17])[CH:20]=3)=[CH:8][C:9]=2[O:10][CH2:11]1, predict the reactants needed to synthesize it. (3) Given the product [CH2:1]([O:8][CH2:9][CH:10]1[CH2:11][CH2:12][C:13](=[O:14])[CH2:18][CH2:19]1)[C:2]1[CH:7]=[CH:6][CH:5]=[CH:4][CH:3]=1, predict the reactants needed to synthesize it. The reactants are: [CH2:1]([O:8][CH2:9][CH:10]1[CH2:19][CH2:18][C:13]2(OCC[O:14]2)[CH2:12][CH2:11]1)[C:2]1[CH:7]=[CH:6][CH:5]=[CH:4][CH:3]=1.Cl.C([O-])(O)=O.[Na+].